This data is from Reaction yield outcomes from USPTO patents with 853,638 reactions. The task is: Predict the reaction yield, written as a fraction of the theoretical maximum amount of product (1.0 means a 100% yield; for example, 0.34 means a 34% yield). (1) The yield is 0.390. The reactants are C([O:3][C:4]([C:6]1[C:7]([C:12]2[CH:17]=[CH:16][C:15]([F:18])=[CH:14][C:13]=2[F:19])=[N:8][O:9][C:10]=1[CH3:11])=O)C.C(OC(C1C(C2C=CC=CC=2F)=NOC=1C)=O)C. No catalyst specified. The product is [F:19][C:13]1[CH:14]=[C:15]([F:18])[CH:16]=[CH:17][C:12]=1[C:7]1[C:6]([CH2:4][OH:3])=[C:10]([CH3:11])[O:9][N:8]=1. (2) The catalyst is C(O)C.O. The product is [S:1]1[C:5]2[CH:6]=[CH:7][CH:8]=[CH:9][C:4]=2[N:3]=[C:2]1[O:10][C:11]1[CH:16]=[CH:15][C:14]([CH2:17][CH2:18][N:19]2[CH2:20][CH2:21][CH:22]([NH:25][C:26]([NH:34][C:35]#[N:36])=[N:38][CH3:37])[CH2:23][CH2:24]2)=[CH:13][CH:12]=1. The reactants are [S:1]1[C:5]2[CH:6]=[CH:7][CH:8]=[CH:9][C:4]=2[N:3]=[C:2]1[O:10][C:11]1[CH:16]=[CH:15][C:14]([CH2:17][CH2:18][N:19]2[CH2:24][CH2:23][CH:22]([NH:25][C:26](=[N:34][C:35]#[N:36])OC3C=CC=CC=3)[CH2:21][CH2:20]2)=[CH:13][CH:12]=1.[CH3:37][NH2:38]. The yield is 0.760. (3) The reactants are [CH2:1]([NH:8][CH:9]1[CH2:14][CH2:13][N:12]([CH2:15][C:16]2[N:17]=[C:18]([C:22]3[CH:27]=[CH:26][C:25]([C:28]([F:31])([F:30])[F:29])=[CH:24][CH:23]=3)[NH:19][C:20]=2[CH3:21])[CH2:11][CH2:10]1)[C:2]1[CH:7]=[CH:6][CH:5]=[CH:4][CH:3]=1.[CH2:32]([N:39]=[C:40]=[O:41])[C:33]1[CH:38]=[CH:37][CH:36]=[CH:35][CH:34]=1. The catalyst is ClCCl. The product is [CH2:1]([N:8]([CH:9]1[CH2:14][CH2:13][N:12]([CH2:15][C:16]2[N:17]=[C:18]([C:22]3[CH:27]=[CH:26][C:25]([C:28]([F:30])([F:31])[F:29])=[CH:24][CH:23]=3)[NH:19][C:20]=2[CH3:21])[CH2:11][CH2:10]1)[C:40]([NH:39][CH2:32][C:33]1[CH:38]=[CH:37][CH:36]=[CH:35][CH:34]=1)=[O:41])[C:2]1[CH:7]=[CH:6][CH:5]=[CH:4][CH:3]=1. The yield is 0.720. (4) The reactants are [Cl:1][C:2]1[CH:7]=[CH:6][CH:5]=[CH:4][C:3]=1[C:8]1[C:9]2[CH:21]=[CH:20][C:19](=[O:22])[N:18]([C:23]3[CH:28]=[CH:27][CH:26]=[CH:25][C:24]=3[Cl:29])[C:10]=2[N:11]=[C:12](S(C)(=O)=O)[N:13]=1.[CH3:30][N:31]([CH3:35])[CH2:32][CH2:33][NH2:34]. No catalyst specified. The product is [Cl:1][C:2]1[CH:7]=[CH:6][CH:5]=[CH:4][C:3]=1[C:8]1[C:9]2[CH:21]=[CH:20][C:19](=[O:22])[N:18]([C:23]3[CH:28]=[CH:27][CH:26]=[CH:25][C:24]=3[Cl:29])[C:10]=2[N:11]=[C:12]([NH:34][CH2:33][CH2:32][N:31]([CH3:35])[CH3:30])[N:13]=1. The yield is 0.840. (5) The reactants are C([O:8][N:9]1[C:15](=[O:16])[N:14]2[CH2:17][C@H:10]1[CH2:11][CH2:12][C@H:13]2[C:18]([NH:20][N:21]([CH3:29])[C:22]([O:24][C:25]([CH3:28])([CH3:27])[CH3:26])=[O:23])=[O:19])C1C=CC=CC=1.[H][H]. The catalyst is CO.[Pd]. The product is [OH:8][N:9]1[C:15](=[O:16])[N:14]2[CH2:17][C@H:10]1[CH2:11][CH2:12][C@H:13]2[C:18]([NH:20][N:21]([CH3:29])[C:22]([O:24][C:25]([CH3:27])([CH3:26])[CH3:28])=[O:23])=[O:19]. The yield is 0.980.